This data is from Full USPTO retrosynthesis dataset with 1.9M reactions from patents (1976-2016). The task is: Predict the reactants needed to synthesize the given product. (1) Given the product [Cl:1][C:2]1[N:7]=[CH:6][C:5]([C:8]2[CH:17]=[CH:16][C:11]3[N:12]=[C:13]([NH:15][C:29](=[O:30])[CH2:28][O:21][C:22]4[CH:27]=[CH:26][CH:25]=[CH:24][CH:23]=4)[S:14][C:10]=3[CH:9]=2)=[CH:4][C:3]=1[N:18]([CH3:20])[CH3:19], predict the reactants needed to synthesize it. The reactants are: [Cl:1][C:2]1[N:7]=[CH:6][C:5]([C:8]2[CH:17]=[CH:16][C:11]3[N:12]=[C:13]([NH2:15])[S:14][C:10]=3[CH:9]=2)=[CH:4][C:3]=1[N:18]([CH3:20])[CH3:19].[O:21]([CH2:28][C:29](Cl)=[O:30])[C:22]1[CH:27]=[CH:26][CH:25]=[CH:24][CH:23]=1. (2) Given the product [Br:16][C:11]1[C:7]([C:5]2[S:6][C:2]([Cl:1])=[CH:3][CH:4]=2)=[N:8][N:9]([CH2:12][CH:13]([CH3:15])[CH3:14])[CH:10]=1, predict the reactants needed to synthesize it. The reactants are: [Cl:1][C:2]1[S:6][C:5]([C:7]2[CH:11]=[CH:10][N:9]([CH2:12][CH:13]([CH3:15])[CH3:14])[N:8]=2)=[CH:4][CH:3]=1.[Br:16]N1C(=O)CCC1=O. (3) Given the product [CH2:1]([O:3][C:4](=[O:25])[C@@H:5]([O:21][CH2:22][CH2:23][CH3:24])[CH2:6][C:7]1[CH:8]=[CH:9][C:10]([OH:13])=[CH:11][CH:12]=1)[CH3:2], predict the reactants needed to synthesize it. The reactants are: [CH2:1]([O:3][C:4](=[O:25])[C@@H:5]([O:21][CH2:22][CH:23]=[CH2:24])[CH2:6][C:7]1[CH:12]=[CH:11][C:10]([O:13]CC2C=CC=CC=2)=[CH:9][CH:8]=1)[CH3:2]. (4) Given the product [CH3:23][N:8]1[CH2:13][CH2:12][CH2:11][CH:10]([C:14]2([CH:15]=[CH:16][CH:17]=[CH:21][CH2:22]2)[C:3]([OH:5])=[O:4])[CH2:9]1, predict the reactants needed to synthesize it. The reactants are: FC(F)(F)[C:3]([OH:5])=[O:4].[NH:8]1[CH2:13][CH2:12][CH2:11][CH:10]([C:14]2[CH:22]=[CH:21][C:17](C(O)=O)=[CH:16][CH:15]=2)[CH2:9]1.[C:23]([BH3-])#N.[Na+].C=O.C(O)(=O)C.